Dataset: Reaction yield outcomes from USPTO patents with 853,638 reactions. Task: Predict the reaction yield, written as a fraction of the theoretical maximum amount of product (1.0 means a 100% yield; for example, 0.34 means a 34% yield). (1) The reactants are [CH:1]12[CH2:18][CH:8]([CH2:9][N:10]([C:12](=[O:17])[C:13]([F:16])([F:15])[F:14])[CH2:11]1)[C:7]1[CH:6]=[CH:5][CH:4]=[CH:3][C:2]2=1.[Cl:19][S:20](O)(=[O:22])=[O:21]. No catalyst specified. The product is [F:14][C:13]([F:15])([F:16])[C:12]([N:10]1[CH2:11][CH:1]2[CH2:18][CH:8]([C:7]3[CH:6]=[CH:5][C:4]([S:20]([Cl:19])(=[O:22])=[O:21])=[CH:3][C:2]=32)[CH2:9]1)=[O:17]. The yield is 0.870. (2) The reactants are Br[CH2:2][C:3]1[O:4][C:5]2[CH:11]=[CH:10][CH:9]=[CH:8][C:6]=2[N:7]=1.[Na+].[C:13]1([S:19]([O-:21])=[O:20])[CH:18]=[CH:17][CH:16]=[CH:15][CH:14]=1.C1OCCOCCOCCOCCOCCOC1. The catalyst is CC#N. The product is [C:13]1([S:19]([CH2:2][C:3]2[O:4][C:5]3[CH:11]=[CH:10][CH:9]=[CH:8][C:6]=3[N:7]=2)(=[O:21])=[O:20])[CH:18]=[CH:17][CH:16]=[CH:15][CH:14]=1. The yield is 0.700. (3) The reactants are C(OC(=O)[NH:10][CH2:11][CH:12]1[CH2:17][CH2:16][N:15]([CH2:18][C:19]2([OH:25])[CH2:24][CH2:23][O:22][CH2:21][CH2:20]2)[CH2:14][CH2:13]1)C1C=CC=CC=1. The catalyst is [Pd].CO. The product is [NH2:10][CH2:11][CH:12]1[CH2:17][CH2:16][N:15]([CH2:18][C:19]2([OH:25])[CH2:24][CH2:23][O:22][CH2:21][CH2:20]2)[CH2:14][CH2:13]1. The yield is 0.940.